Dataset: Forward reaction prediction with 1.9M reactions from USPTO patents (1976-2016). Task: Predict the product of the given reaction. (1) Given the reactants [F:1][C:2]([F:24])([F:23])[C:3]1[CH:4]=[C:5]([C:13]2[N:17]=[CH:16][N:15](/[CH:18]=[CH:19]\[C:20]([OH:22])=O)[N:14]=2)[CH:6]=[C:7]([C:9]([F:12])([F:11])[F:10])[CH:8]=1.[N:25]1[CH:30]=[CH:29][N:28]=[CH:27][C:26]=1[CH2:31][C:32]([NH:34][NH2:35])=[O:33].C(P1(=O)OP(CCC)(=O)OP(CCC)(=O)O1)CC.CCN(C(C)C)C(C)C, predict the reaction product. The product is: [F:10][C:9]([F:11])([F:12])[C:7]1[CH:6]=[C:5]([C:13]2[N:17]=[CH:16][N:15](/[CH:18]=[CH:19]\[C:20]([NH:35][NH:34][C:32](=[O:33])[CH2:31][C:26]3[CH:27]=[N:28][CH:29]=[CH:30][N:25]=3)=[O:22])[N:14]=2)[CH:4]=[C:3]([C:2]([F:24])([F:1])[F:23])[CH:8]=1. (2) Given the reactants [Br:1][C:2]1[CH:7]=[CH:6][C:5]([CH2:8][C:9]([C:24]2[CH:29]=[CH:28][CH:27]=[C:26]([O:30][C:31]([F:34])([F:33])[F:32])[CH:25]=2)([C:13]2[CH:18]=[CH:17][CH:16]=[C:15]([O:19][C:20]([F:23])([F:22])[F:21])[CH:14]=2)C(O)=O)=[CH:4][CH:3]=1.C([N:37](CC)CC)C.C1(P(N=[N+]=[N-])(C2C=CC=CC=2)=O)C=CC=CC=1.C[Si](C)(C)CCO.[F-].C([N+](CCCC)(CCCC)CCCC)CCC.C1COCC1, predict the reaction product. The product is: [Br:1][C:2]1[CH:7]=[CH:6][C:5]([CH2:8][C:9]([C:24]2[CH:29]=[CH:28][CH:27]=[C:26]([O:30][C:31]([F:34])([F:33])[F:32])[CH:25]=2)([C:13]2[CH:18]=[CH:17][CH:16]=[C:15]([O:19][C:20]([F:23])([F:22])[F:21])[CH:14]=2)[NH2:37])=[CH:4][CH:3]=1. (3) The product is: [CH2:1]([N:3]1[C:8](=[O:9])[CH:7]=[C:6]([N:10]2[CH:14]=[C:13]([C:18]#[C:17][C:19]3[CH:20]=[C:21]([CH3:25])[CH:22]=[CH:23][CH:24]=3)[N:12]=[C:11]2[CH3:16])[CH:5]=[N:4]1)[CH3:2]. Given the reactants [CH2:1]([N:3]1[C:8](=[O:9])[CH:7]=[C:6]([N:10]2[CH:14]=[C:13](I)[N:12]=[C:11]2[CH3:16])[CH:5]=[N:4]1)[CH3:2].[C:17]([C:19]1[CH:24]=[CH:23][CH:22]=[C:21]([CH3:25])[CH:20]=1)#[CH:18], predict the reaction product. (4) Given the reactants Br[C:2]1[CH:3]=[C:4]([C:9]2[N:10]=[C:11]([C:15]3[CH:20]=[CH:19][C:18]([F:21])=[CH:17][C:16]=3[F:22])[N:12]=[N:13][CH:14]=2)[CH:5]=[CH:6][C:7]=1[F:8].[F:23][C:24]1[C:25]([Sn](CCCC)(CCCC)CCCC)=[N:26][CH:27]=[CH:28][CH:29]=1, predict the reaction product. The product is: [F:22][C:16]1[CH:17]=[C:18]([F:21])[CH:19]=[CH:20][C:15]=1[C:11]1[N:12]=[N:13][CH:14]=[C:9]([C:4]2[CH:5]=[CH:6][C:7]([F:8])=[C:2]([C:25]3[C:24]([F:23])=[CH:29][CH:28]=[CH:27][N:26]=3)[CH:3]=2)[N:10]=1. (5) Given the reactants [N:1]1[C:2]([C:15]2[N:19]([CH:20]([CH3:22])[CH3:21])[N:18]=[C:17]([CH:23]=O)[N:16]=2)=[CH:3][N:4]2[C:10]=1[C:9]1[CH:11]=[CH:12][CH:13]=[CH:14][C:8]=1[O:7][CH2:6][CH2:5]2.Cl.[CH3:26][NH:27][CH3:28].C(O[BH-](OC(=O)C)OC(=O)C)(=O)C.[Na+], predict the reaction product. The product is: [N:1]1[C:2]([C:15]2[N:19]([CH:20]([CH3:21])[CH3:22])[N:18]=[C:17]([CH2:23][N:27]([CH3:28])[CH3:26])[N:16]=2)=[CH:3][N:4]2[C:10]=1[C:9]1[CH:11]=[CH:12][CH:13]=[CH:14][C:8]=1[O:7][CH2:6][CH2:5]2.